From a dataset of Forward reaction prediction with 1.9M reactions from USPTO patents (1976-2016). Predict the product of the given reaction. Given the reactants [H-].[Na+].[F:3][C:4]([F:11])([F:10])[C:5]([O:7]CC)=O.[CH3:12][O:13][C:14]1[CH:19]=[CH:18][CH:17]=[CH:16][C:15]=1[C:20](=[O:22])[CH3:21].Cl, predict the reaction product. The product is: [F:11][C:4]([F:3])([F:10])[C:5](=[O:7])[CH2:21][C:20]([C:15]1[CH:16]=[CH:17][CH:18]=[CH:19][C:14]=1[O:13][CH3:12])=[O:22].